Dataset: Forward reaction prediction with 1.9M reactions from USPTO patents (1976-2016). Task: Predict the product of the given reaction. (1) Given the reactants Br[C:2]1[N:3]([S:7]([N:10]([CH3:12])[CH3:11])(=[O:9])=[O:8])[CH:4]=[CH:5][N:6]=1.[NH:13]1[CH2:18][CH2:17][O:16][CH2:15][CH2:14]1, predict the reaction product. The product is: [CH3:11][N:10]([CH3:12])[S:7]([N:3]1[CH:4]=[CH:5][N:6]=[C:2]1[N:13]1[CH2:18][CH2:17][O:16][CH2:15][CH2:14]1)(=[O:9])=[O:8]. (2) Given the reactants [C:1](=[O:4])([O-])[O-].[K+].[K+].[CH2:7]([O:14][CH2:15][C@H:16]1[O:18][C@H:17]1[CH2:19][O:20][C:21](=[O:31])NC(=O)C1C=CC=CC=1)[C:8]1[CH:13]=[CH:12][CH:11]=[CH:10][CH:9]=1.[Cl-].[NH4+:33], predict the reaction product. The product is: [C:21]([O:20][CH2:19][C@@H:17]1[C@@H:16]([CH2:15][O:14][CH2:7][C:8]2[CH:9]=[CH:10][CH:11]=[CH:12][CH:13]=2)[O:18][C:1](=[O:4])[NH:33]1)(=[O:31])[C:8]1[CH:13]=[CH:12][CH:11]=[CH:10][CH:9]=1. (3) Given the reactants Cl.Cl[CH2:3][C:4]1[C:9]([CH3:10])=[C:8]([O:11][CH3:12])[C:7]([CH3:13])=[CH:6][N:5]=1.[SH:14][C:15]1[NH:16][C:17]2[CH:23]=[C:22]([O:24][CH3:25])[CH:21]=[CH:20][C:18]=2[N:19]=1.[OH-:26].[Na+].C[O-].[Mg+2:30].C[O-], predict the reaction product. The product is: [CH3:13][C:7]1[CH:6]=[N:5][C:4]([CH2:3][S+:14]([O-:26])[C:15]2[N-:19][C:18]3[CH:20]=[CH:21][C:22]([O:24][CH3:25])=[CH:23][C:17]=3[N:16]=2)=[C:9]([CH3:10])[C:8]=1[O:11][CH3:12].[CH3:13][C:7]1[CH:6]=[N:5][C:4]([CH2:3][S+:14]([O-:26])[C:15]2[N-:19][C:18]3[CH:20]=[CH:21][C:22]([O:24][CH3:25])=[CH:23][C:17]=3[N:16]=2)=[C:9]([CH3:10])[C:8]=1[O:11][CH3:12].[Mg+2:30]. (4) Given the reactants [Cl:1][C:2]1[CH:3]=[C:4]2[C:8](=[CH:9][CH:10]=1)[NH:7][C:6]([CH3:11])=[CH:5]2.[CH3:12][S:13]([C:16]1[CH:17]=[CH:18][CH:19]=[C:20]2[C:25]=1[N:24]=[CH:23][CH:22]=[C:21]2Cl)(=[O:15])=[O:14], predict the reaction product. The product is: [Cl:1][C:2]1[CH:3]=[C:4]2[C:8](=[CH:9][CH:10]=1)[NH:7][C:6]([CH3:11])=[C:5]2[C:21]1[C:20]2[C:25](=[C:16]([S:13]([CH3:12])(=[O:14])=[O:15])[CH:17]=[CH:18][CH:19]=2)[N:24]=[CH:23][CH:22]=1. (5) Given the reactants [CH:1]([NH:4][C:5]1[C:10]([C:11]([NH2:13])=[O:12])=[CH:9][N:8]=[C:7]([S:14][CH3:15])[N:6]=1)([CH3:3])[CH3:2].C1(C2[O:24]N2S(C2C=CC=CC=2)(=O)=O)C=CC=CC=1, predict the reaction product. The product is: [CH:1]([NH:4][C:5]1[C:10]([C:11]([NH2:13])=[O:12])=[CH:9][N:8]=[C:7]([S:14]([CH3:15])=[O:24])[N:6]=1)([CH3:3])[CH3:2]. (6) Given the reactants [C:1](Cl)(=[O:3])[CH3:2].[NH2:5][C:6]1[CH:20]=[CH:19][C:9]2[N:10]([CH:16]3[CH2:18][CH2:17]3)[CH:11]=[N:12][S:13](=[O:15])(=[O:14])[C:8]=2[CH:7]=1, predict the reaction product. The product is: [C:1]([NH:5][C:6]1[CH:20]=[CH:19][C:9]2[N:10]([CH:16]3[CH2:17][CH2:18]3)[CH2:11][NH:12][S:13](=[O:15])(=[O:14])[C:8]=2[CH:7]=1)(=[O:3])[CH3:2].